From a dataset of Reaction yield outcomes from USPTO patents with 853,638 reactions. Predict the reaction yield, written as a fraction of the theoretical maximum amount of product (1.0 means a 100% yield; for example, 0.34 means a 34% yield). The reactants are [Br:1][C:2]1[C:3](F)=[C:4]2[C:10]([NH:11][C:12](=[O:16])[C@@H:13]([OH:15])[CH3:14])=[CH:9][NH:8][C:5]2=[N:6][CH:7]=1.[NH:18]1[CH2:22][CH2:21][C@@H:20]([NH:23][C:24](=[O:30])[O:25][C:26]([CH3:29])([CH3:28])[CH3:27])[CH2:19]1.CCN(C(C)C)C(C)C.CC#N.O. The catalyst is CCCCO. The product is [Br:1][C:2]1[C:3]([N:18]2[CH2:22][CH2:21][C@@H:20]([NH:23][C:24](=[O:30])[O:25][C:26]([CH3:28])([CH3:27])[CH3:29])[CH2:19]2)=[C:4]2[C:10]([NH:11][C:12](=[O:16])[C@@H:13]([OH:15])[CH3:14])=[CH:9][NH:8][C:5]2=[N:6][CH:7]=1. The yield is 0.650.